Dataset: Catalyst prediction with 721,799 reactions and 888 catalyst types from USPTO. Task: Predict which catalyst facilitates the given reaction. (1) Reactant: [CH3:1][N:2]1[CH2:6][CH2:5][C@@H:4](O)[CH2:3]1.C1(P(C2C=CC=CC=2)C2C=CC=CC=2)C=CC=CC=1.[N:27](C(OC(C)(C)C)=O)=[N:28]C(OC(C)(C)C)=O.[ClH:43]. Product: [ClH:43].[ClH:43].[NH:27]([C@H:4]1[CH2:5][CH2:6][N:2]([CH3:1])[CH2:3]1)[NH2:28]. The catalyst class is: 30. (2) Reactant: [CH2:1]([N:8]1[CH2:12][C@@H:11]([CH2:13][NH2:14])[C@H:10]([CH2:15][NH2:16])[CH2:9]1)[C:2]1[CH:7]=[CH:6][CH:5]=[CH:4][CH:3]=1.[OH-:17].[Na+].[C:19](O[C:19]([O:21][C:22]([CH3:25])([CH3:24])[CH3:23])=[O:20])([O:21][C:22]([CH3:25])([CH3:24])[CH3:23])=[O:20]. Product: [CH2:1]([N:8]1[CH2:12][C@@H:11]([CH:13]([C:19]([O:21][C:22]([CH3:25])([CH3:24])[CH3:23])=[O:17])[NH2:14])[C@H:10]([CH:15]([C:19]([O:21][C:22]([CH3:25])([CH3:24])[CH3:23])=[O:20])[NH2:16])[CH2:9]1)[C:2]1[CH:3]=[CH:4][CH:5]=[CH:6][CH:7]=1. The catalyst class is: 12. (3) Reactant: [NH2:1][C:2]1[CH:3]=[CH:4][C:5]([O:8][CH3:9])=[N:6][CH:7]=1.C(N(C(C)C)C(C)C)C.[C:19](Cl)(=[O:26])[C:20]1[CH:25]=[CH:24][CH:23]=[CH:22][CH:21]=1.CCCCCCC. Product: [CH3:9][O:8][C:5]1[N:6]=[CH:7][C:2]([NH:1][C:19](=[O:26])[C:20]2[CH:25]=[CH:24][CH:23]=[CH:22][CH:21]=2)=[CH:3][CH:4]=1. The catalyst class is: 4. (4) Reactant: [H-].[K+].[NH2:3][C:4]1[N:8]([C:9]2[C:14]([Cl:15])=[CH:13][C:12]([C:16]([F:19])([F:18])[F:17])=[CH:11][C:10]=2[Cl:20])[N:7]=[C:6]([C:21]#[N:22])[C:5]=1[S:23]([CH3:25])=[O:24].[CH2:26]([S:28]([CH:31]=[CH2:32])(=[O:30])=[O:29])[CH3:27].[Cl-].[NH4+]. Product: [Cl:20][C:10]1[CH:11]=[C:12]([C:16]([F:17])([F:18])[F:19])[CH:13]=[C:14]([Cl:15])[C:9]=1[N:8]1[C:4]([NH:3][CH2:27][CH2:26][S:28]([CH2:31][CH3:32])(=[O:30])=[O:29])=[C:5]([S:23]([CH3:25])=[O:24])[C:6]([C:21]#[N:22])=[N:7]1. The catalyst class is: 9. (5) Reactant: [OH:1][CH2:2][CH2:3][NH:4][CH2:5][CH2:6][NH2:7].[C:8]12([CH2:18][NH:19][C:20](=[O:29])[C:21]3[C:26]([Cl:27])=[CH:25][N:24]=[C:23](Br)[CH:22]=3)[CH2:17][CH:12]3[CH2:13][CH:14]([CH2:16][CH:10]([CH2:11]3)[CH2:9]1)[CH2:15]2.[C:30](=[O:33])([O-])[O-:31].[K+].[K+].O. Product: [C:8]12([CH2:18][NH:19][C:20]([C:21]3[C:26]([Cl:27])=[CH:25][N:24]=[C:23]([N:4]([CH2:3][CH2:2][OH:1])[CH2:5][CH2:6][NH:7][C:30](=[O:33])[O:31][C:8]([CH3:17])([CH3:15])[CH3:9])[CH:22]=3)=[O:29])[CH2:17][CH:12]3[CH2:13][CH:14]([CH2:16][CH:10]([CH2:11]3)[CH2:9]1)[CH2:15]2. The catalyst class is: 60. (6) Reactant: [F:1][C:2]([F:41])([F:40])[C:3]1[CH:4]=[C:5]([C:13]([CH3:39])([CH3:38])[C:14]([N:16]([C:18]2[C:19]([C:31]3[CH:36]=[CH:35][CH:34]=[CH:33][C:32]=3[Cl:37])=[CH:20][C:21]([N:24]3[CH2:29][CH2:28][C:27](=O)[CH2:26][CH2:25]3)=[N:22][CH:23]=2)[CH3:17])=[O:15])[CH:6]=[C:7]([C:9]([F:12])([F:11])[F:10])[CH:8]=1.CO.C([BH3-])#[N:45].[Na+]. Product: [NH2:45][CH:27]1[CH2:28][CH2:29][N:24]([C:21]2[CH:20]=[C:19]([C:31]3[CH:36]=[CH:35][CH:34]=[CH:33][C:32]=3[Cl:37])[C:18]([N:16]([CH3:17])[C:14](=[O:15])[C:13]([C:5]3[CH:4]=[C:3]([C:2]([F:40])([F:41])[F:1])[CH:8]=[C:7]([C:9]([F:10])([F:12])[F:11])[CH:6]=3)([CH3:39])[CH3:38])=[CH:23][N:22]=2)[CH2:25][CH2:26]1. The catalyst class is: 13. (7) Reactant: [CH:1]1([C@H:7]([NH:15][C:16]([C:18]2[CH:23]=[CH:22][C:21]([C:24]3[CH:29]=[CH:28][CH:27]=[CH:26][CH:25]=3)=[CH:20][C:19]=2[N+:30]([O-])=O)=[O:17])[C:8]([O:10][C:11]([CH3:14])([CH3:13])[CH3:12])=[O:9])[CH2:6][CH2:5][CH2:4][CH2:3][CH2:2]1. Product: [NH2:30][C:19]1[CH:20]=[C:21]([C:24]2[CH:25]=[CH:26][CH:27]=[CH:28][CH:29]=2)[CH:22]=[CH:23][C:18]=1[C:16]([NH:15][C@@H:7]([CH:1]1[CH2:2][CH2:3][CH2:4][CH2:5][CH2:6]1)[C:8]([O:10][C:11]([CH3:14])([CH3:13])[CH3:12])=[O:9])=[O:17]. The catalyst class is: 45. (8) Reactant: [NH2:1][CH2:2][CH:3]1[CH2:8][CH2:7][N:6]([C:9]([O:11][CH2:12][C:13]2[CH:18]=[CH:17][CH:16]=[CH:15][CH:14]=2)=[O:10])[CH2:5][CH2:4]1.C(N(CC)C(C)C)(C)C.Cl[C:29]1[N:34]=[C:33]([Cl:35])[N:32]=[C:31]([Cl:36])[C:30]=1[Cl:37]. Product: [CH2:12]([O:11][C:9]([N:6]1[CH2:7][CH2:8][CH:3]([CH2:2][NH:1][C:29]2[C:30]([Cl:37])=[C:31]([Cl:36])[N:32]=[C:33]([Cl:35])[N:34]=2)[CH2:4][CH2:5]1)=[O:10])[C:13]1[CH:14]=[CH:15][CH:16]=[CH:17][CH:18]=1. The catalyst class is: 1. (9) Reactant: [N:1]1[C:10]2[C:5](=[CH:6][CH:7]=[CH:8][CH:9]=2)[CH:4]=[C:3]([C:11]([O:13][CH2:14][CH3:15])=[O:12])[CH:2]=1. Product: [NH:1]1[C:10]2[C:5](=[CH:6][CH:7]=[CH:8][CH:9]=2)[CH2:4][CH:3]([C:11]([O:13][CH2:14][CH3:15])=[O:12])[CH2:2]1. The catalyst class is: 63. (10) Reactant: [CH2:1]([O:8][C:9]1[CH:14]=[CH:13][N:12]=[C:11](F)[C:10]=1[N+:16]([O-:18])=[O:17])[C:2]1[CH:7]=[CH:6][CH:5]=[CH:4][CH:3]=1.[NH3:19]. Product: [NH2:19][C:11]1[C:10]([N+:16]([O-:18])=[O:17])=[C:9]([O:8][CH2:1][C:2]2[CH:7]=[CH:6][CH:5]=[CH:4][CH:3]=2)[CH:14]=[CH:13][N:12]=1. The catalyst class is: 5.